From a dataset of NCI-60 drug combinations with 297,098 pairs across 59 cell lines. Regression. Given two drug SMILES strings and cell line genomic features, predict the synergy score measuring deviation from expected non-interaction effect. (1) Cell line: SK-MEL-28. Drug 1: C1CCC(CC1)NC(=O)N(CCCl)N=O. Synergy scores: CSS=15.5, Synergy_ZIP=0.587, Synergy_Bliss=2.96, Synergy_Loewe=-0.225, Synergy_HSA=0.347. Drug 2: CCC(=C(C1=CC=CC=C1)C2=CC=C(C=C2)OCCN(C)C)C3=CC=CC=C3.C(C(=O)O)C(CC(=O)O)(C(=O)O)O. (2) Drug 1: CCCS(=O)(=O)NC1=C(C(=C(C=C1)F)C(=O)C2=CNC3=C2C=C(C=N3)C4=CC=C(C=C4)Cl)F. Drug 2: CC(C)NC(=O)C1=CC=C(C=C1)CNNC.Cl. Cell line: HS 578T. Synergy scores: CSS=-4.74, Synergy_ZIP=5.06, Synergy_Bliss=2.44, Synergy_Loewe=-5.76, Synergy_HSA=-4.45. (3) Drug 1: CC1CCC2CC(C(=CC=CC=CC(CC(C(=O)C(C(C(=CC(C(=O)CC(OC(=O)C3CCCCN3C(=O)C(=O)C1(O2)O)C(C)CC4CCC(C(C4)OC)OCCO)C)C)O)OC)C)C)C)OC. Drug 2: COCCOC1=C(C=C2C(=C1)C(=NC=N2)NC3=CC=CC(=C3)C#C)OCCOC.Cl. Cell line: HS 578T. Synergy scores: CSS=16.0, Synergy_ZIP=-5.65, Synergy_Bliss=-3.16, Synergy_Loewe=-40.7, Synergy_HSA=-2.78. (4) Drug 1: C1=NC2=C(N1)C(=S)N=C(N2)N. Cell line: HL-60(TB). Drug 2: CC1C(C(CC(O1)OC2CC(CC3=C2C(=C4C(=C3O)C(=O)C5=C(C4=O)C(=CC=C5)OC)O)(C(=O)CO)O)N)O.Cl. Synergy scores: CSS=34.7, Synergy_ZIP=-12.6, Synergy_Bliss=-23.9, Synergy_Loewe=-21.4, Synergy_HSA=-20.0. (5) Drug 1: CC12CCC3C(C1CCC2=O)CC(=C)C4=CC(=O)C=CC34C. Drug 2: C1=CC=C(C=C1)NC(=O)CCCCCCC(=O)NO. Cell line: UACC62. Synergy scores: CSS=47.6, Synergy_ZIP=-5.47, Synergy_Bliss=-1.13, Synergy_Loewe=-8.70, Synergy_HSA=0.940. (6) Drug 1: CCCCCOC(=O)NC1=NC(=O)N(C=C1F)C2C(C(C(O2)C)O)O. Drug 2: C(CC(=O)O)C(=O)CN.Cl. Cell line: SF-539. Synergy scores: CSS=-6.79, Synergy_ZIP=4.77, Synergy_Bliss=5.42, Synergy_Loewe=-8.15, Synergy_HSA=-7.09. (7) Drug 1: CC1C(C(CC(O1)OC2CC(CC3=C2C(=C4C(=C3O)C(=O)C5=C(C4=O)C(=CC=C5)OC)O)(C(=O)C)O)N)O.Cl. Drug 2: CS(=O)(=O)OCCCCOS(=O)(=O)C. Cell line: SF-539. Synergy scores: CSS=16.9, Synergy_ZIP=5.36, Synergy_Bliss=3.02, Synergy_Loewe=-3.86, Synergy_HSA=3.08.